This data is from Forward reaction prediction with 1.9M reactions from USPTO patents (1976-2016). The task is: Predict the product of the given reaction. (1) Given the reactants Br[CH2:2][C:3]([NH:5][C:6]1[CH:7]=[CH:8][CH:9]=[C:10]2[C:15]=1[N:14]=[CH:13][CH:12]=[CH:11]2)=[O:4].[CH3:16][NH:17][CH3:18].O, predict the reaction product. The product is: [CH3:16][N:17]([CH3:18])[CH2:2][C:3]([NH:5][C:6]1[CH:7]=[CH:8][CH:9]=[C:10]2[C:15]=1[N:14]=[CH:13][CH:12]=[CH:11]2)=[O:4]. (2) Given the reactants Br[C:2]1[CH:3]=[CH:4][C:5]2[C:11]3[S:12][C:13]([C:15]([N:17]([C:19]4[CH:24]=[CH:23][CH:22]=[CH:21][C:20]=4[Cl:25])[CH3:18])=[O:16])=[CH:14][C:10]=3[CH2:9][CH2:8][O:7][C:6]=2[CH:26]=1.[C:27]1(B(O)O)[CH:32]=[CH:31][CH:30]=[CH:29][CH:28]=1, predict the reaction product. The product is: [Cl:25][C:20]1[CH:21]=[CH:22][CH:23]=[CH:24][C:19]=1[N:17]([CH3:18])[C:15]([C:13]1[S:12][C:11]2[C:5]3[CH:4]=[CH:3][C:2]([C:27]4[CH:32]=[CH:31][CH:30]=[CH:29][CH:28]=4)=[CH:26][C:6]=3[O:7][CH2:8][CH2:9][C:10]=2[CH:14]=1)=[O:16]. (3) The product is: [F:23][C:24]1[CH:30]=[CH:29][C:27]([NH:28][C:20](=[O:22])[CH2:19][C:15]2([CH3:18])[CH2:14][CH2:13][N:12]([C:5]3[C:4]4[C:9](=[CH:10][CH:11]=[C:2]([F:1])[CH:3]=4)[N:8]=[CH:7][CH:6]=3)[CH2:17][CH2:16]2)=[CH:26][CH:25]=1. Given the reactants [F:1][C:2]1[CH:3]=[C:4]2[C:9](=[CH:10][CH:11]=1)[N:8]=[CH:7][CH:6]=[C:5]2[N:12]1[CH2:17][CH2:16][C:15]([CH2:19][C:20]([OH:22])=O)([CH3:18])[CH2:14][CH2:13]1.[F:23][C:24]1[CH:30]=[CH:29][C:27]([NH2:28])=[CH:26][CH:25]=1.CCN(C(C)C)C(C)C.C1CN([P+](ON2N=NC3C=CC=CC2=3)(N2CCCC2)N2CCCC2)CC1.F[P-](F)(F)(F)(F)F, predict the reaction product. (4) Given the reactants C[C:2]1[CH:9]=[CH:8][C:5]([CH:6]=[S:7])=[CH:4][CH:3]=1.[C:10](Cl)(=[O:12])[CH3:11], predict the reaction product. The product is: [C:10]([SH:7]=[CH:6][C:5]1[CH:4]=[CH:3][CH:2]=[CH:9][CH:8]=1)(=[O:12])[CH3:11]. (5) The product is: [N:11]1[C:10]2[C:5](=[N:6][CH:7]=[CH:8][CH:9]=2)[S:4][C:3]=1[CH2:2][N:15]1[CH2:16][CH2:17][N:12]([C:18]2[N:25]=[CH:24][CH:23]=[CH:22][C:19]=2[C:20]#[N:21])[CH2:13][CH2:14]1. Given the reactants Cl[CH2:2][C:3]1[S:4][C:5]2[C:10]([N:11]=1)=[CH:9][CH:8]=[CH:7][N:6]=2.[N:12]1([C:18]2[N:25]=[CH:24][CH:23]=[CH:22][C:19]=2[C:20]#[N:21])[CH2:17][CH2:16][NH:15][CH2:14][CH2:13]1.CCN(C(C)C)C(C)C, predict the reaction product. (6) Given the reactants [Br:1][C:2]1[CH:3]=[C:4]([OH:8])[CH:5]=[CH:6][CH:7]=1.C([O-])([O-])=O.[Cs+].[Cs+].S(C1C=CC([N+]([O-])=O)=CC=1)(O[CH2:19][C@@H:20]1[O:22][CH2:21]1)(=O)=O, predict the reaction product. The product is: [Br:1][C:2]1[CH:3]=[C:4]([CH:5]=[CH:6][CH:7]=1)[O:8][CH2:19][C@H:20]1[CH2:21][O:22]1. (7) Given the reactants [CH3:1][C:2]1[CH:7]=[C:6]([N:8]2[CH2:12][CH2:11][CH:10]([N:13]3[CH2:17][CH2:16][CH2:15][CH:14]3[CH3:18])[CH2:9]2)[CH:5]=[CH:4][C:3]=1[NH2:19].[O:20]1[C:24]2[CH:25]=[CH:26][C:27]([C:29](O)=[O:30])=[CH:28][C:23]=2[O:22][CH2:21]1, predict the reaction product. The product is: [CH3:1][C:2]1[CH:7]=[C:6]([N:8]2[CH2:12][CH2:11][CH:10]([N:13]3[CH2:17][CH2:16][CH2:15][CH:14]3[CH3:18])[CH2:9]2)[CH:5]=[CH:4][C:3]=1[NH:19][C:29]([C:27]1[CH:26]=[CH:25][C:24]2[O:20][CH2:21][O:22][C:23]=2[CH:28]=1)=[O:30].